Dataset: Full USPTO retrosynthesis dataset with 1.9M reactions from patents (1976-2016). Task: Predict the reactants needed to synthesize the given product. Given the product [F:1][C:2]([F:33])([F:32])[C:3]1[CH:8]=[CH:7][C:6]([CH2:9][C:10]([N:12]2[CH2:17][CH2:16][N:15]([S:18]([C:21]3[CH:26]=[C:25]([C:27]([F:30])([F:29])[F:28])[CH:24]=[C:23]([C:43]#[N:45])[CH:22]=3)(=[O:20])=[O:19])[CH2:14][CH2:13]2)=[O:11])=[CH:5][CH:4]=1, predict the reactants needed to synthesize it. The reactants are: [F:1][C:2]([F:33])([F:32])[C:3]1[CH:8]=[CH:7][C:6]([CH2:9][C:10]([N:12]2[CH2:17][CH2:16][N:15]([S:18]([C:21]3[CH:26]=[C:25]([C:27]([F:30])([F:29])[F:28])[CH:24]=[C:23](Br)[CH:22]=3)(=[O:20])=[O:19])[CH2:14][CH2:13]2)=[O:11])=[CH:5][CH:4]=1.FC(F)(F)C1C=CC(C[C:43]([N:45]2CCNCC2)=O)=CC=1.C(N1CCNCC1)(=O)C1C=CC=CC=1.BrC1C=C(S(Cl)(=O)=O)C=C(C(F)(F)F)C=1.FC(F)(F)C1C=C(S(Cl)(=O)=O)C=C(C(F)(F)F)C=1.